Regression/Classification. Given a drug SMILES string, predict its absorption, distribution, metabolism, or excretion properties. Task type varies by dataset: regression for continuous measurements (e.g., permeability, clearance, half-life) or binary classification for categorical outcomes (e.g., BBB penetration, CYP inhibition). For this dataset (lipophilicity_astrazeneca), we predict Y. From a dataset of Experimental lipophilicity measurements (octanol/water distribution) for 4,200 compounds from AstraZeneca. (1) The molecule is CN1CC=CCC(c2ccc(Cl)c(Cl)c2)C1. The Y is 3.32 logD. (2) The compound is COc1cc(Nc2nc(N[C@@H](C)c3ncc(F)cn3)ncc2Br)n[nH]1. The Y is 2.60 logD. (3) The Y is 2.70 logD. The compound is COc1cc(N2CC[C@@H](N(C)C)C2)c2[nH]c(C(=O)Nc3ccc(N4CCOCC4)cc3)cc(=O)c2c1. (4) The drug is CC1(C)Oc2ncnc(N)c2N=C1c1ccc([C@H]2CC[C@H](CC(=O)O)CC2)cc1. The Y is 1.32 logD. (5) The compound is CN(C)C(=O)C(CCN1CCC(O)(c2ccc(Cl)cc2)CC1)(c1ccccc1)c1ccccc1. The Y is 3.47 logD. (6) The Y is 2.99 logD. The drug is COc1ccc2c(c1)N(C[C@H](C)CN(C)C)c1ccccc1S2. (7) The molecule is COC(=O)c1ccc(Cn2[nH]c(=O)c3[nH]c4cc(Cl)ccc4c(=O)c3c2=O)cc1. The Y is 1.17 logD. (8) The compound is CCn1cnc(-c2ccccc2)c1-c1nc2c(N)ncnc2s1. The Y is 2.97 logD. (9) The molecule is CS(=O)(=O)c1ccc2c(C(=O)NC[C@@H](O)CN3CCC(Oc4ccc(C#N)c(Cl)c4)CC3)c[nH]c(=O)c2c1. The Y is 1.41 logD. (10) The compound is CCOC(=O)c1ncn2c1CN(C)C(=O)c1cc(F)ccc1-2. The Y is 1.10 logD.